This data is from Full USPTO retrosynthesis dataset with 1.9M reactions from patents (1976-2016). The task is: Predict the reactants needed to synthesize the given product. (1) Given the product [N:8]1[CH:7]=[CH:6][CH:5]=[CH:4][C:3]=1[S:31]([Cl:34])(=[O:33])=[O:32], predict the reactants needed to synthesize it. The reactants are: NC[C:3]1[N:8]=[C:7](N(CC(OC(C)(C)C)=O)C(OC(C)(C)C)=O)[CH:6]=[CH:5][CH:4]=1.N1C=CC=C([S:31]([Cl:34])(=[O:33])=[O:32])C=1. (2) The reactants are: CC(C)(C)C([NH:5][C:6]1[N:14]=[C:13]([CH3:15])[CH:12]=[CH:11][C:7]=1[C:8]([OH:10])=[O:9])=O.[OH-].[Na+].Cl. Given the product [NH2:5][C:6]1[N:14]=[C:13]([CH3:15])[CH:12]=[CH:11][C:7]=1[C:8]([OH:10])=[O:9], predict the reactants needed to synthesize it. (3) Given the product [NH2:45][C:28]1[C:27](=[O:46])[NH:26][C:25](=[O:11])[NH:30][C:29]=1[NH:31][CH:32]1[O:38][C@H:37]([CH2:39][O:40][P:41]([OH:44])([OH:43])=[O:42])[C@@H:35]([OH:36])[C@H:33]1[OH:34], predict the reactants needed to synthesize it. The reactants are: NC1N=C(NC2O[C@H](CO)[C@@H](O)[C@H]2[OH:11])N=C(P(O)(OO)=O)C=1N.N[C:25]1[N:30]=[C:29]([NH:31][CH:32]2[O:38][C@H:37]([CH2:39][O:40][P:41]([OH:44])([OH:43])=[O:42])[C@@H:35]([OH:36])[C@H:33]2[OH:34])[C:28]([NH2:45])=[C:27]([OH:46])[N:26]=1. (4) Given the product [OH:20][C:4]([CH3:28])([CH2:3][C:2]([CH3:1])([C:22]1[CH:23]=[CH:24][CH:25]=[CH:26][CH:27]=1)[CH3:21])[C:5]([NH:7][C:8]1[CH:9]=[CH:10][C:11]2[C:16](=[O:17])[O:15][N:14]=[C:13]([CH3:18])[C:12]=2[CH:19]=1)=[O:6], predict the reactants needed to synthesize it. The reactants are: [CH3:1][C:2]([C:22]1[CH:27]=[CH:26][CH:25]=[CH:24][CH:23]=1)([CH3:21])[CH2:3][C:4](=[O:20])[C:5]([NH:7][C:8]1[CH:9]=[CH:10][C:11]2[C:16](=[O:17])[O:15][N:14]=[C:13]([CH3:18])[C:12]=2[CH:19]=1)=[O:6].[CH3:28][Mg]Br.[Cl-].[NH4+]. (5) Given the product [ClH:12].[ClH:12].[C:1]1([CH:7]([CH3:11])[CH2:8][CH2:9][N:17]2[CH2:18][CH2:19][N:14]([CH2:20][C@@H:21]([C:33]3([OH:39])[CH2:38][CH2:37][CH2:36][CH2:35][CH2:34]3)[C:22]3[CH:27]=[CH:26][CH:25]=[C:24]([O:28][C:29]([F:32])([F:31])[F:30])[CH:23]=3)[CH2:15][CH2:16]2)[CH:6]=[CH:5][CH:4]=[CH:3][CH:2]=1, predict the reactants needed to synthesize it. The reactants are: [C:1]1([CH:7]([CH3:11])[CH2:8][CH:9]=O)[CH:6]=[CH:5][CH:4]=[CH:3][CH:2]=1.[ClH:12].Cl.[N:14]1([CH2:20][C@@H:21]([C:33]2([OH:39])[CH2:38][CH2:37][CH2:36][CH2:35][CH2:34]2)[C:22]2[CH:27]=[CH:26][CH:25]=[C:24]([O:28][C:29]([F:32])([F:31])[F:30])[CH:23]=2)[CH2:19][CH2:18][NH:17][CH2:16][CH2:15]1. (6) Given the product [Cl:1][C:2]1[N:7]=[N:6][C:5]2[N:8]([CH3:9])[C:11]([C:13]3[C:18]([S:19][CH2:20][CH3:21])=[CH:17][C:16]([C:22]([F:25])([F:24])[F:23])=[CH:15][N:14]=3)=[N:10][C:4]=2[CH:3]=1, predict the reactants needed to synthesize it. The reactants are: [Cl:1][C:2]1[N:7]=[N:6][C:5]([NH:8][CH3:9])=[C:4]([NH:10][C:11]([C:13]2[C:18]([S:19][CH2:20][CH3:21])=[CH:17][C:16]([C:22]([F:25])([F:24])[F:23])=[CH:15][N:14]=2)=O)[CH:3]=1.O.C1(C)C=CC(S(O)(=O)=O)=CC=1. (7) Given the product [F:1][C:2]1[CH:3]=[C:4]([NH:10][C:11]2[C:16]([C:17]3[N:22]=[C:21]([CH3:23])[N:20]=[C:19]([N:24]([CH2:25][C:26]4[CH:27]=[CH:28][C:29]([O:32][CH3:33])=[CH:30][CH:31]=4)[CH2:34][C:35]4[CH:40]=[CH:39][C:38]([O:41][CH3:42])=[CH:37][CH:36]=4)[N:18]=3)=[CH:15][C:14]([CH2:43][N:44]3[CH2:49][CH2:48][N:47]([S:61]([CH3:60])(=[O:63])=[O:62])[CH2:46][CH2:45]3)=[CH:13][N:12]=2)[CH:5]=[N:6][C:7]=1[O:8][CH3:9], predict the reactants needed to synthesize it. The reactants are: [F:1][C:2]1[CH:3]=[C:4]([NH:10][C:11]2[C:16]([C:17]3[N:22]=[C:21]([CH3:23])[N:20]=[C:19]([N:24]([CH2:34][C:35]4[CH:40]=[CH:39][C:38]([O:41][CH3:42])=[CH:37][CH:36]=4)[CH2:25][C:26]4[CH:31]=[CH:30][C:29]([O:32][CH3:33])=[CH:28][CH:27]=4)[N:18]=3)=[CH:15][C:14]([CH2:43][N:44]3[CH2:49][CH2:48][NH:47][CH2:46][CH2:45]3)=[CH:13][N:12]=2)[CH:5]=[N:6][C:7]=1[O:8][CH3:9].ClCCl.C(N(CC)CC)C.[CH3:60][S:61](Cl)(=[O:63])=[O:62]. (8) Given the product [F:1][C:2]1[CH:7]=[CH:6][CH:5]=[CH:4][C:3]=1[CH:8]1[CH2:9][CH2:10][N:11]([C:14]2[CH:19]=[N:18][N:17]([C:25]([O:27][C:28]([CH3:31])([CH3:30])[CH3:29])=[O:26])[C:16](=[O:20])[C:15]=2[C:21]([F:24])([F:22])[F:23])[CH2:12][CH2:13]1, predict the reactants needed to synthesize it. The reactants are: [F:1][C:2]1[CH:7]=[CH:6][CH:5]=[CH:4][C:3]=1[CH:8]1[CH2:13][CH2:12][N:11]([C:14]2[CH:19]=[N:18][NH:17][C:16](=[O:20])[C:15]=2[C:21]([F:24])([F:23])[F:22])[CH2:10][CH2:9]1.[C:25](O[C:25]([O:27][C:28]([CH3:31])([CH3:30])[CH3:29])=[O:26])([O:27][C:28]([CH3:31])([CH3:30])[CH3:29])=[O:26].C(N(CC)CC)C.